Dataset: Forward reaction prediction with 1.9M reactions from USPTO patents (1976-2016). Task: Predict the product of the given reaction. Given the reactants CN1CCCC1.[NH2:7][C:8]1[CH:13]=[C:12]([Cl:14])[N:11]=[C:10]([NH:15][C:16]2[CH:23]=[CH:22][C:19]([C:20]#[N:21])=[CH:18][CH:17]=2)[N:9]=1.CN(C1C=CC=CN=1)C.[C:33](Cl)(=[O:40])[C:34]1[CH:39]=[CH:38][CH:37]=[CH:36][CH:35]=1.C(=O)([O-])[O-], predict the reaction product. The product is: [Cl:14][C:12]1[N:11]=[C:10]([NH:15][C:16]2[CH:23]=[CH:22][C:19]([C:20]#[N:21])=[CH:18][CH:17]=2)[N:9]=[C:8]([NH:7][C:33](=[O:40])[C:34]2[CH:39]=[CH:38][CH:37]=[CH:36][CH:35]=2)[CH:13]=1.